This data is from Reaction yield outcomes from USPTO patents with 853,638 reactions. The task is: Predict the reaction yield, written as a fraction of the theoretical maximum amount of product (1.0 means a 100% yield; for example, 0.34 means a 34% yield). (1) The reactants are [CH2:1]1[S:5](=[O:6])[CH2:4][CH2:3][CH2:2]1.[Li]CCCC.CCCCCC.[Cl:18][C:19]1[N:24]=[CH:23][C:22]([CH2:25]Cl)=[CH:21][CH:20]=1.FC(F)(F)C(O)=O. The catalyst is C1COCC1.O. The product is [Cl:18][C:19]1[CH:20]=[CH:21][C:22]([CH2:25][CH:1]2[CH2:2][CH2:3][CH2:4][S:5]2=[O:6])=[CH:23][N:24]=1. The yield is 0.350. (2) The reactants are [Cl:1][C:2]1[N:7]=[C:6]2[N:8]([CH2:11][O:12][CH2:13][CH2:14][Si:15]([CH3:18])([CH3:17])[CH3:16])[CH:9]=[CH:10][C:5]2=[C:4]([O:19][C:20]2[CH:29]=[CH:28][CH:27]=[C:26]3[C:21]=2[CH:22]=[CH:23][CH:24]=[C:25]3[C:30](O)=[O:31])[CH:3]=1.[F:33][C:34]([F:43])([F:42])[C:35]1[CH:36]=[C:37]([NH2:41])[CH:38]=[CH:39][CH:40]=1. No catalyst specified. The product is [Cl:1][C:2]1[N:7]=[C:6]2[N:8]([CH2:11][O:12][CH2:13][CH2:14][Si:15]([CH3:17])([CH3:18])[CH3:16])[CH:9]=[CH:10][C:5]2=[C:4]([O:19][C:20]2[CH:29]=[CH:28][CH:27]=[C:26]3[C:21]=2[CH:22]=[CH:23][CH:24]=[C:25]3[C:30]([NH:41][C:37]2[CH:38]=[CH:39][CH:40]=[C:35]([C:34]([F:33])([F:42])[F:43])[CH:36]=2)=[O:31])[CH:3]=1. The yield is 0.880. (3) The reactants are Cl[C:2](=[O:9])[CH2:3][CH2:4][C:5]([O:7][CH3:8])=[O:6].[Br:10][C:11]1[CH:12]=[C:13]2[C:18](=[CH:19][CH:20]=1)[C:17]([CH3:22])([CH3:21])[C:16](=[O:23])[CH:15]=[C:14]2[OH:24]. The catalyst is ClCCCl.C(Cl)Cl. The product is [C:2]([O:24][C:14]1[C:13]2[C:18](=[CH:19][CH:20]=[C:11]([Br:10])[CH:12]=2)[C:17]([CH3:22])([CH3:21])[C:16](=[O:23])[CH:15]=1)(=[O:9])[CH2:3][CH2:4][C:5]([O:7][CH3:8])=[O:6]. The yield is 0.850. (4) The reactants are C([O:3][C:4]([C:6]1[O:7][C:8]2[CH:15]=[CH:14][C:13]([Cl:16])=[C:12]([O:17][CH:18]([CH3:20])[CH3:19])[C:9]=2[C:10]=1[CH3:11])=[O:5])C.[Li+].[OH-]. The catalyst is C1COCC1. The product is [Cl:16][C:13]1[CH:14]=[CH:15][C:8]2[O:7][C:6]([C:4]([OH:5])=[O:3])=[C:10]([CH3:11])[C:9]=2[C:12]=1[O:17][CH:18]([CH3:20])[CH3:19]. The yield is 0.940. (5) The reactants are Cl[C:2]1[C:7]([I:8])=[C:6]([CH3:9])[N:5]=[C:4]([NH2:10])[N:3]=1.C(N(CC)CC)C.Cl.[NH2:19][CH:20]1[CH2:25][CH2:24][O:23][CH2:22][CH2:21]1. The catalyst is CCO.O. The product is [I:8][C:7]1[C:2]([NH:19][CH:20]2[CH2:25][CH2:24][O:23][CH2:22][CH2:21]2)=[N:3][C:4]([NH2:10])=[N:5][C:6]=1[CH3:9]. The yield is 0.517.